From a dataset of Peptide-MHC class I binding affinity with 185,985 pairs from IEDB/IMGT. Regression. Given a peptide amino acid sequence and an MHC pseudo amino acid sequence, predict their binding affinity value. This is MHC class I binding data. (1) The peptide sequence is VTFLYHRP. The MHC is H-2-Kb with pseudo-sequence H-2-Kb. The binding affinity (normalized) is 0.515. (2) The MHC is HLA-A02:01 with pseudo-sequence HLA-A02:01. The peptide sequence is ASLFLPKLV. The binding affinity (normalized) is 0.133. (3) The peptide sequence is TIHHASAPL. The MHC is HLA-A02:02 with pseudo-sequence HLA-A02:02. The binding affinity (normalized) is 0.645. (4) The peptide sequence is RPGPVKFSL. The MHC is HLA-B51:01 with pseudo-sequence HLA-B51:01. The binding affinity (normalized) is 0.0847. (5) The peptide sequence is YRLELGDY. The MHC is Mamu-B17 with pseudo-sequence Mamu-B17. The binding affinity (normalized) is 0. (6) The peptide sequence is ASGFTFSSY. The MHC is HLA-B27:05 with pseudo-sequence HLA-B27:05. The binding affinity (normalized) is 0.158. (7) The peptide sequence is FSMGLLCLTL. The MHC is HLA-A02:17 with pseudo-sequence HLA-A02:17. The binding affinity (normalized) is 0.590.